Predict the reactants needed to synthesize the given product. From a dataset of Full USPTO retrosynthesis dataset with 1.9M reactions from patents (1976-2016). Given the product [F:23][C:3]1[CH:4]=[C:5]2[C:9](=[CH:10][C:2]=1[S:32]([C:29]1[CH:28]=[CH:27][C:26]([O:25][CH3:24])=[CH:31][CH:30]=1)(=[O:34])=[O:33])[N:8]([Si:11]([CH:18]([CH3:20])[CH3:19])([CH:15]([CH3:17])[CH3:16])[CH:12]([CH3:14])[CH3:13])[CH2:7][C:6]2([CH3:22])[CH3:21], predict the reactants needed to synthesize it. The reactants are: Br[C:2]1[CH:10]=[C:9]2[C:5]([C:6]([CH3:22])([CH3:21])[CH2:7][N:8]2[Si:11]([CH:18]([CH3:20])[CH3:19])([CH:15]([CH3:17])[CH3:16])[CH:12]([CH3:14])[CH3:13])=[CH:4][C:3]=1[F:23].[CH3:24][O:25][C:26]1[CH:31]=[CH:30][C:29]([S:32](F)(=[O:34])=[O:33])=[CH:28][CH:27]=1.